Dataset: Full USPTO retrosynthesis dataset with 1.9M reactions from patents (1976-2016). Task: Predict the reactants needed to synthesize the given product. (1) Given the product [CH3:2][N:3]([CH3:4])[CH2:13][CH2:12][C:11]1[CH:15]=[CH:16][C:8]([N+:5]([O-:7])=[O:6])=[CH:9][CH:10]=1, predict the reactants needed to synthesize it. The reactants are: Cl.[CH3:2][NH:3][CH3:4].[N+:5]([C:8]1[CH:16]=[CH:15][C:11]([CH2:12][CH2:13]Br)=[CH:10][CH:9]=1)([O-:7])=[O:6].C(N(CC)C(C)C)(C)C.ClCCl. (2) Given the product [CH2:11]([O:10][C:8]([C:7]1[C:2]([N:34]([S:31]([C:28]2[CH:29]=[CH:30][C:25]([O:24][CH3:23])=[CH:26][CH:27]=2)(=[O:33])=[O:32])[CH2:35][C:36]2[CH:37]=[N:38][CH:39]=[CH:40][CH:41]=2)=[C:3]2[C:15]([CH3:16])=[N:14][N:13]([C:17]3[CH:22]=[CH:21][CH:20]=[CH:19][CH:18]=3)[C:4]2=[N:5][CH:6]=1)=[O:9])[CH3:12], predict the reactants needed to synthesize it. The reactants are: Cl[C:2]1[C:7]([C:8]([O:10][CH2:11][CH3:12])=[O:9])=[CH:6][N:5]=[C:4]2[N:13]([C:17]3[CH:22]=[CH:21][CH:20]=[CH:19][CH:18]=3)[N:14]=[C:15]([CH3:16])[C:3]=12.[CH3:23][O:24][C:25]1[CH:30]=[CH:29][C:28]([S:31]([NH:34][CH2:35][C:36]2[CH:37]=[N:38][CH:39]=[CH:40][CH:41]=2)(=[O:33])=[O:32])=[CH:27][CH:26]=1.[H-].[Na+]. (3) Given the product [CH3:14][C:13]1[C:4]2[CH:5]=[C:6]([C:9]([F:12])([F:11])[F:10])[CH:7]=[CH:8][C:3]=2[S:2][C:1]=1[C:18]([OH:20])=[O:19], predict the reactants needed to synthesize it. The reactants are: [CH3:1][S:2][C:3]1[CH:8]=[CH:7][C:6]([C:9]([F:12])([F:11])[F:10])=[CH:5][C:4]=1[C:13](=O)[CH3:14].BrC[C:18]([OH:20])=[O:19].O. (4) The reactants are: [Cl:1][CH2:2][CH2:3][CH2:4][S:5](Cl)(=[O:7])=[O:6].[NH2:9][C:10]1[CH:15]=[CH:14][C:13]([CH:16]([CH3:22])[C:17]([O:19][CH2:20][CH3:21])=[O:18])=[CH:12][C:11]=1[F:23].N1C=CC=CC=1. Given the product [Cl:1][CH2:2][CH2:3][CH2:4][S:5]([NH:9][C:10]1[CH:15]=[CH:14][C:13]([CH:16]([CH3:22])[C:17]([O:19][CH2:20][CH3:21])=[O:18])=[CH:12][C:11]=1[F:23])(=[O:7])=[O:6], predict the reactants needed to synthesize it. (5) Given the product [N:1]1[CH:6]=[CH:5][CH:4]=[C:3]([C:7]2[CH:18]=[CH:17][CH:16]=[CH:15][C:8]=2[O:9][CH2:10][C:11]([NH:20][NH2:21])=[O:12])[CH:2]=1, predict the reactants needed to synthesize it. The reactants are: [N:1]1[CH:6]=[CH:5][CH:4]=[C:3]([C:7]2[CH:18]=[CH:17][CH:16]=[CH:15][C:8]=2[O:9][CH2:10][C:11](OC)=[O:12])[CH:2]=1.O.[NH2:20][NH2:21].